From a dataset of Reaction yield outcomes from USPTO patents with 853,638 reactions. Predict the reaction yield, written as a fraction of the theoretical maximum amount of product (1.0 means a 100% yield; for example, 0.34 means a 34% yield). The reactants are [CH2:1](Br)[C:2]1[CH:7]=[CH:6][CH:5]=[CH:4][CH:3]=1.[H-].[Na+].[CH2:11]([C@:14]1([CH2:28][OH:29])[CH2:18][N:17]([C@@H:19]([C:21]2[CH:26]=[CH:25][CH:24]=[CH:23][CH:22]=2)[CH3:20])[C:16](=[O:27])[CH2:15]1)[CH:12]=[CH2:13].CN(C)C=O. The catalyst is O1CCCC1.CO. The product is [CH2:11]([C@:14]1([CH2:28][O:29][CH2:1][C:2]2[CH:7]=[CH:6][CH:5]=[CH:4][CH:3]=2)[CH2:18][N:17]([C@@H:19]([C:21]2[CH:22]=[CH:23][CH:24]=[CH:25][CH:26]=2)[CH3:20])[C:16](=[O:27])[CH2:15]1)[CH:12]=[CH2:13]. The yield is 0.990.